From a dataset of NCI-60 drug combinations with 297,098 pairs across 59 cell lines. Regression. Given two drug SMILES strings and cell line genomic features, predict the synergy score measuring deviation from expected non-interaction effect. (1) Synergy scores: CSS=42.7, Synergy_ZIP=2.05, Synergy_Bliss=1.70, Synergy_Loewe=1.21, Synergy_HSA=0.936. Drug 2: CCC(=C(C1=CC=CC=C1)C2=CC=C(C=C2)OCCN(C)C)C3=CC=CC=C3.C(C(=O)O)C(CC(=O)O)(C(=O)O)O. Drug 1: CC12CCC3C(C1CCC2=O)CC(=C)C4=CC(=O)C=CC34C. Cell line: M14. (2) Drug 1: CS(=O)(=O)C1=CC(=C(C=C1)C(=O)NC2=CC(=C(C=C2)Cl)C3=CC=CC=N3)Cl. Drug 2: CC1C(C(CC(O1)OC2CC(CC3=C2C(=C4C(=C3O)C(=O)C5=CC=CC=C5C4=O)O)(C(=O)C)O)N)O. Cell line: NCI-H226. Synergy scores: CSS=54.1, Synergy_ZIP=-0.122, Synergy_Bliss=-1.05, Synergy_Loewe=-5.51, Synergy_HSA=2.12. (3) Drug 1: CC1C(C(CC(O1)OC2CC(CC3=C2C(=C4C(=C3O)C(=O)C5=C(C4=O)C(=CC=C5)OC)O)(C(=O)C)O)N)O.Cl. Drug 2: CN(C)C1=NC(=NC(=N1)N(C)C)N(C)C. Cell line: SK-OV-3. Synergy scores: CSS=21.8, Synergy_ZIP=0.282, Synergy_Bliss=2.87, Synergy_Loewe=-11.3, Synergy_HSA=2.29. (4) Drug 1: CC1CCC2CC(C(=CC=CC=CC(CC(C(=O)C(C(C(=CC(C(=O)CC(OC(=O)C3CCCCN3C(=O)C(=O)C1(O2)O)C(C)CC4CCC(C(C4)OC)O)C)C)O)OC)C)C)C)OC. Drug 2: C1=NNC2=C1C(=O)NC=N2. Cell line: UACC-257. Synergy scores: CSS=-0.633, Synergy_ZIP=7.45, Synergy_Bliss=-3.18, Synergy_Loewe=-0.793, Synergy_HSA=-2.74. (5) Drug 1: CC(CN1CC(=O)NC(=O)C1)N2CC(=O)NC(=O)C2. Drug 2: CC12CCC3C(C1CCC2OP(=O)(O)O)CCC4=C3C=CC(=C4)OC(=O)N(CCCl)CCCl.[Na+]. Cell line: NCI-H322M. Synergy scores: CSS=4.62, Synergy_ZIP=-2.14, Synergy_Bliss=-0.108, Synergy_Loewe=-2.62, Synergy_HSA=-1.45. (6) Drug 1: COC1=C(C=C2C(=C1)N=CN=C2NC3=CC(=C(C=C3)F)Cl)OCCCN4CCOCC4. Drug 2: CN(C)N=NC1=C(NC=N1)C(=O)N. Cell line: MALME-3M. Synergy scores: CSS=7.81, Synergy_ZIP=-7.44, Synergy_Bliss=-11.6, Synergy_Loewe=-43.9, Synergy_HSA=-13.4. (7) Drug 1: C1=NC(=NC(=O)N1C2C(C(C(O2)CO)O)O)N. Drug 2: C1C(C(OC1N2C=NC3=C2NC=NCC3O)CO)O. Cell line: ACHN. Synergy scores: CSS=21.9, Synergy_ZIP=-5.40, Synergy_Bliss=0.761, Synergy_Loewe=-5.45, Synergy_HSA=0.668.